From a dataset of Catalyst prediction with 721,799 reactions and 888 catalyst types from USPTO. Predict which catalyst facilitates the given reaction. (1) Reactant: Br[C:2]1[C:15]([O:16][CH3:17])=[CH:14][C:13]2[C:4](=[C:5]([O:20][C@H:21]3[CH2:25][N:24]([C:26](=[O:44])[C@H:27]([CH:39]4[CH2:43][CH2:42][CH2:41][CH2:40]4)[NH:28][C:29]([O:31][CH2:32][C:33]([CH3:38])([CH3:37])[CH2:34][CH:35]=[CH2:36])=[O:30])[C@H:23]([C:45]([O:47][CH3:48])=[O:46])[CH2:22]3)[N:6]=[C:7]3[C:12]=2[CH:11]=[CH:10][C:9]([C:18]#[N:19])=[CH:8]3)[CH:3]=1.[CH:49]([Sn](CCCC)(CCCC)CCCC)=[CH2:50]. Product: [C:18]([C:9]1[CH:10]=[CH:11][C:12]2[C:7]([CH:8]=1)=[N:6][C:5]([O:20][C@H:21]1[CH2:25][N:24]([C:26](=[O:44])[C@H:27]([CH:39]3[CH2:43][CH2:42][CH2:41][CH2:40]3)[NH:28][C:29]([O:31][CH2:32][C:33]([CH3:37])([CH3:38])[CH2:34][CH:35]=[CH2:36])=[O:30])[C@H:23]([C:45]([O:47][CH3:48])=[O:46])[CH2:22]1)=[C:4]1[C:13]=2[CH:14]=[C:15]([O:16][CH3:17])[C:2]([CH:49]=[CH2:50])=[CH:3]1)#[N:19]. The catalyst class is: 109. (2) Reactant: [N+:1]([C:4]1[CH:12]=[CH:11][C:7]([C:8](Cl)=[O:9])=[CH:6][CH:5]=1)([O-:3])=[O:2].[CH2:13]([O:20][C:21](=[O:45])[CH2:22][C@:23]1([C:35]([O:37][CH2:38][C:39]2[CH:44]=[CH:43][CH:42]=[CH:41][CH:40]=2)=[O:36])[O:27][N:26]=[C:25]([C:28]2[CH:33]=[CH:32][CH:31]=[C:30]([OH:34])[CH:29]=2)[CH2:24]1)[C:14]1[CH:19]=[CH:18][CH:17]=[CH:16][CH:15]=1.C(OCC)(=O)C.Cl. Product: [CH2:13]([O:20][C:21](=[O:45])[CH2:22][C@:23]1([C:35]([O:37][CH2:38][C:39]2[CH:40]=[CH:41][CH:42]=[CH:43][CH:44]=2)=[O:36])[O:27][N:26]=[C:25]([C:28]2[CH:33]=[CH:32][CH:31]=[C:30]([O:34][C:8](=[O:9])[C:7]3[CH:6]=[CH:5][C:4]([N+:1]([O-:3])=[O:2])=[CH:12][CH:11]=3)[CH:29]=2)[CH2:24]1)[C:14]1[CH:19]=[CH:18][CH:17]=[CH:16][CH:15]=1. The catalyst class is: 228. (3) Reactant: [Br:1][C:2]1[C:11]([O:12][CH3:13])=[C:10]2[C:5]([CH:6]=[N:7][C:8](Cl)=[N:9]2)=[C:4]([Cl:15])[CH:3]=1.[NH2:16][C:17]1[CH:22]=[CH:21][C:20]([C:23]([N:25]2[CH2:30][CH2:29][O:28][CH2:27][CH2:26]2)=[O:24])=[CH:19][CH:18]=1. Product: [Br:1][C:2]1[C:11]([O:12][CH3:13])=[C:10]2[C:5]([CH:6]=[N:7][C:8]([NH:16][C:17]3[CH:18]=[CH:19][C:20]([C:23]([N:25]4[CH2:26][CH2:27][O:28][CH2:29][CH2:30]4)=[O:24])=[CH:21][CH:22]=3)=[N:9]2)=[C:4]([Cl:15])[CH:3]=1. The catalyst class is: 32. (4) Reactant: [OH-].[Na+:2].O.CO.[CH3:6][N:7]1[C:11]([C:12]([O:14]C)=[O:13])=[C:10]([C:16]2[S:17][CH:18]=[C:19]([C:21]([F:24])([F:23])[F:22])[N:20]=2)[CH:9]=[N:8]1. Product: [CH3:6][N:7]1[C:11]([C:12]([O-:14])=[O:13])=[C:10]([C:16]2[S:17][CH:18]=[C:19]([C:21]([F:23])([F:22])[F:24])[N:20]=2)[CH:9]=[N:8]1.[Na+:2]. The catalyst class is: 11.